This data is from Reaction yield outcomes from USPTO patents with 853,638 reactions. The task is: Predict the reaction yield, written as a fraction of the theoretical maximum amount of product (1.0 means a 100% yield; for example, 0.34 means a 34% yield). (1) The reactants are [NH:1]1[CH2:6][CH2:5][NH:4][CH2:3][CH2:2]1.Cl[C:8]1[CH:13]=[CH:12][C:11]([Br:14])=[CH:10][N:9]=1.O. The catalyst is C1(C)C=CC=CC=1. The product is [Br:14][C:11]1[CH:12]=[CH:13][C:8]([N:1]2[CH2:6][CH2:5][NH:4][CH2:3][CH2:2]2)=[N:9][CH:10]=1. The yield is 0.800. (2) The reactants are C(=O)([O-])[O-].[K+].[K+].C(C1C=C(C(C)C)C=C(C(C)C)C=1S(O[CH2:26][C@H:27]([OH:63])[CH2:28][CH2:29][C@@H:30]1[C@H:34]2[CH2:35][C:36]3[C:41]([CH2:42][C@H:33]2[CH2:32][C@H:31]1[O:45][Si:46]([C:59]([CH3:62])([CH3:61])[CH3:60])([C:53]1[CH:58]=[CH:57][CH:56]=[CH:55][CH:54]=1)[C:47]1[CH:52]=[CH:51][CH:50]=[CH:49][CH:48]=1)=[C:40]([O:43][CH3:44])[CH:39]=[CH:38][CH:37]=3)(=O)=O)(C)C. The catalyst is CO. The product is [C:59]([Si:46]([O:45][C@H:31]1[C@H:30]([CH2:29][CH2:28][C@@H:27]2[CH2:26][O:63]2)[C@H:34]2[CH2:35][C:36]3[C:41]([CH2:42][C@H:33]2[CH2:32]1)=[C:40]([O:43][CH3:44])[CH:39]=[CH:38][CH:37]=3)([C:53]1[CH:58]=[CH:57][CH:56]=[CH:55][CH:54]=1)[C:47]1[CH:52]=[CH:51][CH:50]=[CH:49][CH:48]=1)([CH3:60])([CH3:61])[CH3:62]. The yield is 0.990. (3) The yield is 0.168. The catalyst is N1C=CC=CC=1.C1COCC1. The reactants are [NH2:1][C:2]1[C:3]([Cl:12])=[C:4]([CH:9]=[CH:10][CH:11]=1)[C:5]([O:7]C)=O.[F:13][C:14]1[CH:19]=[CH:18][C:17]([F:20])=[CH:16][C:15]=1[S:21](Cl)(=[O:23])=[O:22].[Li+].C[Si]([N-][Si](C)(C)C)(C)C.[Cl:35][C:36]1[N:41]=[C:40]([CH3:42])[CH:39]=[CH:38][N:37]=1. The product is [Cl:12][C:3]1[C:4](/[C:5](/[OH:7])=[CH:42]\[C:40]2[CH:39]=[CH:38][N:37]=[C:36]([Cl:35])[N:41]=2)=[CH:9][CH:10]=[CH:11][C:2]=1[NH:1][S:21]([C:15]1[CH:16]=[C:17]([F:20])[CH:18]=[CH:19][C:14]=1[F:13])(=[O:23])=[O:22]. (4) The yield is 0.580. The reactants are [Cl:1][C:2]1[CH:3]=[C:4]2[C:8](=[CH:9][CH:10]=1)[NH:7][CH:6]=[C:5]2[CH2:11][CH2:12][NH:13][C:14](=[O:23])[C:15]1[CH:20]=[CH:19][CH:18]=[C:17]([CH2:21]Cl)[CH:16]=1.[CH2:24]([NH2:31])[C:25]1[CH:30]=[CH:29][CH:28]=[CH:27][CH:26]=1.[I-].[Na+]. The product is [CH2:24]([NH:31][CH2:21][C:17]1[CH:16]=[C:15]([CH:20]=[CH:19][CH:18]=1)[C:14]([NH:13][CH2:12][CH2:11][C:5]1[C:4]2[C:8](=[CH:9][CH:10]=[C:2]([Cl:1])[CH:3]=2)[NH:7][CH:6]=1)=[O:23])[C:25]1[CH:30]=[CH:29][CH:28]=[CH:27][CH:26]=1. The catalyst is C1COCC1. (5) The yield is 0.580. The reactants are [NH2:1][CH2:2][CH2:3][C:4]1[N:5]=[C:6]([NH:9][S:10]([C:13]2[CH:18]=[CH:17][CH:16]=[C:15]([Cl:19])[C:14]=2[CH3:20])(=[O:12])=[O:11])[S:7][CH:8]=1.[CH3:21][N:22]1[CH:26]=[C:25]([S:27](Cl)(=[O:29])=[O:28])[N:24]=[CH:23]1. The product is [Cl:19][C:15]1[C:14]([CH3:20])=[C:13]([S:10]([NH:9][C:6]2[S:7][CH:8]=[C:4]([CH2:3][CH2:2][NH:1][S:27]([C:25]3[N:24]=[CH:23][N:22]([CH3:21])[CH:26]=3)(=[O:29])=[O:28])[N:5]=2)(=[O:11])=[O:12])[CH:18]=[CH:17][CH:16]=1. The catalyst is C(Cl)Cl. (6) The reactants are [O:1]1[CH:5]=[C:4]([C:6]2[CH:11]=[CH:10][C:9]([OH:12])=[CH:8][CH:7]=2)[CH:3]=[N:2]1.[C:13]1([CH3:19])[CH:18]=[CH:17][CH:16]=[CH:15][CH:14]=1.C1(P(C2C=CC=CC=2)C2C=CC=CC=2)C=CC=CC=1.N([C:49]([N:51]1CCC[CH2:53][CH2:52]1)=[O:50])=N[C:49]([N:51]1CCC[CH2:53][CH2:52]1)=[O:50].[O:57]1CCCC1. No catalyst specified. The product is [CH2:19]([O:50][C:49](=[O:57])[NH:51][CH2:52][CH2:53][O:12][C:9]1[CH:8]=[CH:7][C:6]([C:4]2[CH:3]=[N:2][O:1][CH:5]=2)=[CH:11][CH:10]=1)[C:13]1[CH:18]=[CH:17][CH:16]=[CH:15][CH:14]=1. The yield is 0.880. (7) The reactants are [NH2:1][C:2]1[C:11]2[C:6](=[CH:7][CH:8]=[CH:9][CH:10]=2)[CH:5]=[CH:4][C:3]=1[C:12]([OH:21])([C:17]([F:20])([F:19])[F:18])[C:13]([F:16])([F:15])[F:14].[CH3:22][CH:23]([CH2:27][CH3:28])[C:24](Cl)=[O:25]. No catalyst specified. The product is [CH3:22][CH:23]([CH2:27][CH3:28])[C:24]([NH:1][C:2]1[C:11]2[C:6](=[CH:7][CH:8]=[CH:9][CH:10]=2)[CH:5]=[CH:4][C:3]=1[C:12]([OH:21])([C:13]([F:14])([F:15])[F:16])[C:17]([F:18])([F:19])[F:20])=[O:25]. The yield is 0.240.